This data is from Full USPTO retrosynthesis dataset with 1.9M reactions from patents (1976-2016). The task is: Predict the reactants needed to synthesize the given product. Given the product [F:24][C:21]([F:22])([F:23])[O:20][C:17]1[CH:18]=[CH:19][C:14]([C:11]2[C:12]3[O:13][C:5]([CH:4]=[O:3])=[CH:6][C:7]=3[CH:8]=[N:9][CH:10]=2)=[CH:15][CH:16]=1, predict the reactants needed to synthesize it. The reactants are: C([O:3][CH:4](OCC)[C:5]1[O:13][C:12]2[C:11]([C:14]3[CH:19]=[CH:18][C:17]([O:20][C:21]([F:24])([F:23])[F:22])=[CH:16][CH:15]=3)=[CH:10][N:9]=[CH:8][C:7]=2[CH:6]=1)C.Cl.C(=O)(O)[O-].[Na+].